From a dataset of Full USPTO retrosynthesis dataset with 1.9M reactions from patents (1976-2016). Predict the reactants needed to synthesize the given product. Given the product [CH3:1][O:2][C:3]([CH:5]1[CH2:10][CH:9]([OH:11])[CH2:8][CH2:7][O:6]1)=[O:4], predict the reactants needed to synthesize it. The reactants are: [CH3:1][O:2][C:3]([C:5]1[O:6][CH:7]=[CH:8][C:9](=[O:11])[CH:10]=1)=[O:4].